Dataset: Full USPTO retrosynthesis dataset with 1.9M reactions from patents (1976-2016). Task: Predict the reactants needed to synthesize the given product. (1) Given the product [CH3:1][C:2]1[C:3]([N:9]([CH:15]2[C:24]3[N:23]=[CH:22][CH:21]=[CH:20][C:19]=3[CH2:18][CH2:17][CH2:16]2)[CH2:10][CH2:11][CH2:12][N:13]([OH:14])[C:26]([NH2:27])=[O:25])=[N:4][CH:5]=[C:6]([CH3:8])[CH:7]=1, predict the reactants needed to synthesize it. The reactants are: [CH3:1][C:2]1[C:3]([N:9]([CH:15]2[C:24]3[N:23]=[CH:22][CH:21]=[CH:20][C:19]=3[CH2:18][CH2:17][CH2:16]2)[CH2:10][CH2:11][CH2:12][NH:13][OH:14])=[N:4][CH:5]=[C:6]([CH3:8])[CH:7]=1.[O-:25][C:26]#[N:27].[Na+].[OH-].[Na+]. (2) Given the product [CH3:1][C:2]1[S:6][C:5]([C:7]2([OH:18])[CH2:12][CH2:11][NH:10][CH2:9][CH2:8]2)=[N:4][CH:3]=1, predict the reactants needed to synthesize it. The reactants are: [CH3:1][C:2]1[S:6][C:5]([C:7]2([OH:18])[CH2:12][CH2:11][N:10](C(OCC)=O)[CH2:9][CH2:8]2)=[N:4][CH:3]=1.C1C2C(=CC=C(C3(O)CCN(C(OCC)=O)CC3)C=2)CCO1. (3) Given the product [C:8]1([S:14]([NH:17][C:18]2[CH:19]=[C:20]([C:26]3[S:30][C:29]([NH:31][C:32](=[O:34])[CH3:33])=[N:28][C:27]=3[CH2:35][N:5]3[CH2:6][CH2:7][N:2]([CH3:1])[CH2:3][CH2:4]3)[C:21]([Br:25])=[N:22][C:23]=2[Cl:24])(=[O:16])=[O:15])[CH:9]=[CH:10][CH:11]=[CH:12][CH:13]=1, predict the reactants needed to synthesize it. The reactants are: [CH3:1][N:2]1[CH2:7][CH2:6][NH:5][CH2:4][CH2:3]1.[C:8]1([S:14]([NH:17][C:18]2[CH:19]=[C:20]([C:26]3[S:30][C:29]([NH:31][C:32](=[O:34])[CH3:33])=[N:28][C:27]=3[CH2:35]Br)[C:21]([Br:25])=[N:22][C:23]=2[Cl:24])(=[O:16])=[O:15])[CH:13]=[CH:12][CH:11]=[CH:10][CH:9]=1. (4) Given the product [C:12]([C:9]1[CH:8]=[C:7]([S:16][CH:17]2[CH2:18][CH2:19][N:20]([S:23]([C:26]3[S:27][CH:28]=[C:29]([CH2:31][OH:32])[N:30]=3)(=[O:25])=[O:24])[CH2:21][CH2:22]2)[CH:6]=[C:5]([C:1]([CH3:4])([CH3:3])[CH3:2])[C:10]=1[OH:11])([CH3:15])([CH3:14])[CH3:13], predict the reactants needed to synthesize it. The reactants are: [C:1]([C:5]1[CH:6]=[C:7]([S:16][CH:17]2[CH2:22][CH2:21][N:20]([S:23]([C:26]3[S:27][CH:28]=[C:29]([C:31](OCC)=[O:32])[N:30]=3)(=[O:25])=[O:24])[CH2:19][CH2:18]2)[CH:8]=[C:9]([C:12]([CH3:15])([CH3:14])[CH3:13])[C:10]=1[OH:11])([CH3:4])([CH3:3])[CH3:2].[H-].[H-].[H-].[H-].[Li+].[Al+3]. (5) Given the product [CH3:1][O:2][C:3]1[CH:4]=[N:5][C:6]([NH:9][C:10](=[O:16])[CH2:11][CH2:12][CH2:13][CH2:14][CH3:15])=[N:7][CH:8]=1, predict the reactants needed to synthesize it. The reactants are: [CH3:1][O:2][C:3]1[CH:4]=[N:5][C:6]([NH2:9])=[N:7][CH:8]=1.[C:10](Cl)(=[O:16])[CH2:11][CH2:12][CH2:13][CH2:14][CH3:15].NCC(O)=O. (6) Given the product [Cl:12][C:13]1[CH:18]=[CH:17][CH:16]=[C:15]([Cl:19])[C:14]=1[S:20]([O:8][C:5]1[CH:6]=[CH:7][C:2]([NH2:1])=[C:3]([N+:9]([O-:11])=[O:10])[CH:4]=1)(=[O:22])=[O:21], predict the reactants needed to synthesize it. The reactants are: [NH2:1][C:2]1[CH:7]=[CH:6][C:5]([OH:8])=[CH:4][C:3]=1[N+:9]([O-:11])=[O:10].[Cl:12][C:13]1[CH:18]=[CH:17][CH:16]=[C:15]([Cl:19])[C:14]=1[S:20](Cl)(=[O:22])=[O:21].C(N(CC)CC)C. (7) Given the product [Cl:26][C:23]1[CH:24]=[CH:25][C:20]([C:18]([NH:17][CH:13]([CH2:12][C:7]2[C:5]3[C:4](=[CH:3][CH:2]=[CH:1][CH:6]=3)[NH:11][C:9](=[O:10])[CH:8]=2)[C:14]([O:16][CH2:41][CH2:40][N:37]2[CH2:38][CH2:39][N:34]([CH2:27][C:28]3[CH:33]=[CH:32][CH:31]=[CH:30][CH:29]=3)[CH2:35][CH2:36]2)=[O:15])=[O:19])=[CH:21][CH:22]=1, predict the reactants needed to synthesize it. The reactants are: [CH:1]1[CH:2]=[CH:3][C:4]2[NH:11][C:9](=[O:10])[CH:8]=[C:7]([CH2:12][CH:13]([NH:17][C:18]([C:20]3[CH:21]=[CH:22][C:23]([Cl:26])=[CH:24][CH:25]=3)=[O:19])[C:14]([OH:16])=[O:15])[C:5]=2[CH:6]=1.[CH2:27]([N:34]1[CH2:39][CH2:38][N:37]([CH2:40][CH2:41]Cl)[CH2:36][CH2:35]1)[C:28]1[CH:33]=[CH:32][CH:31]=[CH:30][CH:29]=1.